From a dataset of Full USPTO retrosynthesis dataset with 1.9M reactions from patents (1976-2016). Predict the reactants needed to synthesize the given product. (1) The reactants are: [CH2:1]([CH:8]1[C:17](=[O:18])[C:16]2[C:11](=[CH:12][CH:13]=[CH:14][CH:15]=2)[O:10][CH2:9]1)[C:2]1[CH:7]=[CH:6][CH:5]=[CH:4][CH:3]=1.C1COCC1.[Cl-].[Cl-].[Cl-].[Ce+3].[BH4-]. Given the product [CH2:1]([CH:8]1[CH:17]([OH:18])[C:16]2[C:11](=[CH:12][CH:13]=[CH:14][CH:15]=2)[O:10][CH2:9]1)[C:2]1[CH:3]=[CH:4][CH:5]=[CH:6][CH:7]=1, predict the reactants needed to synthesize it. (2) Given the product [CH3:6][O:7][C:8]1[CH:9]=[CH:10][C:11]2[N:12]([N:14]=[C:15]([C:17]3[CH:18]=[CH:19][CH:20]=[CH:21][CH:22]=3)[CH:16]=2)[C:13]=1[Si:24]([CH3:26])([CH3:25])[CH3:23], predict the reactants needed to synthesize it. The reactants are: C([Li])CCC.[CH3:6][O:7][C:8]1[CH:9]=[CH:10][C:11]2[N:12]([N:14]=[C:15]([C:17]3[CH:22]=[CH:21][CH:20]=[CH:19][CH:18]=3)[CH:16]=2)[CH:13]=1.[CH3:23][Si:24](Cl)([CH3:26])[CH3:25].[Cl-].[NH4+].